From a dataset of Reaction yield outcomes from USPTO patents with 853,638 reactions. Predict the reaction yield, written as a fraction of the theoretical maximum amount of product (1.0 means a 100% yield; for example, 0.34 means a 34% yield). (1) The reactants are [CH3:1][CH:2]([C:4]1[N:8]=[C:7]([N:9]2[CH2:14][CH2:13][CH:12]([CH2:15][OH:16])[CH2:11][CH2:10]2)[O:6][N:5]=1)[CH3:3].[Br:17][C:18]1[N:23]=[CH:22][C:21](O)=[CH:20][CH:19]=1.C1C=CC(P(C2C=CC=CC=2)C2C=CC=CC=2)=CC=1.N(C(OC(C)C)=O)=NC(OC(C)C)=O. The catalyst is C1COCC1. The product is [Br:17][C:18]1[CH:19]=[CH:20][C:21]([O:16][CH2:15][CH:12]2[CH2:13][CH2:14][N:9]([C:7]3[O:6][N:5]=[C:4]([CH:2]([CH3:1])[CH3:3])[N:8]=3)[CH2:10][CH2:11]2)=[CH:22][N:23]=1. The yield is 0.600. (2) The reactants are Br[CH2:2][C:3]([C:5]12[CH2:14][CH:9]3[CH2:10][CH:11]([CH2:13][CH:7]([CH2:8]3)[CH2:6]1)[CH2:12]2)=[O:4].[N:15]1[CH:20]=[CH:19][C:18]([SH:21])=[CH:17][CH:16]=1.C(N(CC)CC)C. The catalyst is C(#N)C. The product is [C:5]12([C:3](=[O:4])[CH2:2][S:21][C:18]3[CH:19]=[CH:20][N:15]=[CH:16][CH:17]=3)[CH2:14][CH:9]3[CH2:10][CH:11]([CH2:13][CH:7]([CH2:8]3)[CH2:6]1)[CH2:12]2. The yield is 0.860. (3) The reactants are C([Li])CCC.[Cl:6][C:7]1[CH:8]=[CH:9][C:10]2[O:14][CH:13]=[C:12]([CH3:15])[C:11]=2[CH:16]=1.CN([CH:20]=[O:21])C. The catalyst is C1COCC1. The product is [Cl:6][C:7]1[CH:8]=[CH:9][C:10]2[O:14][C:13]([CH:20]=[O:21])=[C:12]([CH3:15])[C:11]=2[CH:16]=1. The yield is 0.960. (4) The reactants are [CH2:1]([C:3]1[N:4]=[C:5]([CH2:32][CH2:33][CH3:34])[N:6]([CH2:17][C:18]2[CH:23]=[CH:22][C:21]([C:24]3[C:25]([C:30]#[N:31])=[CH:26][CH:27]=[CH:28][CH:29]=3)=[CH:20][CH:19]=2)[C:7](=[O:16])[C:8]=1[C:9]1[CH:14]=[CH:13][C:12]([OH:15])=[CH:11][CH:10]=1)[CH3:2].I[CH2:36][C:37]([CH3:40])([CH3:39])[CH3:38].C(=O)([O-])[O-].[Cs+].[Cs+].CN(C)C=O. The catalyst is C(OCC)(=O)C. The product is [CH3:36][C:37]([CH3:40])([CH3:39])[CH2:38][O:15][C:12]1[CH:11]=[CH:10][C:9]([C:8]2[C:7](=[O:16])[N:6]([CH2:17][C:18]3[CH:23]=[CH:22][C:21]([C:24]4[C:25]([C:30]#[N:31])=[CH:26][CH:27]=[CH:28][CH:29]=4)=[CH:20][CH:19]=3)[C:5]([CH2:32][CH2:33][CH3:34])=[N:4][C:3]=2[CH2:1][CH3:2])=[CH:14][CH:13]=1. The yield is 0.620. (5) The product is [CH3:1][S:2][CH2:3][CH2:4][O:5][C:10]1[CH:11]=[C:12]2[C:16](=[CH:17][CH:18]=1)[N:15]([C:19]([O:21][C:22]([CH3:23])([CH3:24])[CH3:25])=[O:20])[C:14]([C:26]([O:28][CH2:29][CH3:30])=[O:27])=[CH:13]2. The yield is 0.820. The reactants are [CH3:1][S:2][CH2:3][CH2:4][OH:5].C(Cl)Cl.O[C:10]1[CH:11]=[C:12]2[C:16](=[CH:17][CH:18]=1)[N:15]([C:19]([O:21][C:22]([CH3:25])([CH3:24])[CH3:23])=[O:20])[C:14]([C:26]([O:28][CH2:29][CH3:30])=[O:27])=[CH:13]2.C1(P(C2C=CC=CC=2)C2C=CC=CC=2)C=CC=CC=1. The catalyst is CCOC(C)=O.O. (6) The reactants are [N:1]1[CH:6]=[CH:5][CH:4]=[C:3]([S:7](Cl)(=[O:9])=[O:8])[CH:2]=1.Cl.[S:12]1[CH:16]=[CH:15][N:14]=[C:13]1[C:17]1[CH:24]=[CH:23][C:20]([CH2:21][NH2:22])=[CH:19][CH:18]=1.Cl.C1(C2N=NC(CN)=CC=2)C=CC=CC=1. No catalyst specified. The product is [S:12]1[CH:16]=[CH:15][N:14]=[C:13]1[C:17]1[CH:18]=[CH:19][C:20]([CH2:21][NH:22][S:7]([C:3]2[CH:2]=[N:1][CH:6]=[CH:5][CH:4]=2)(=[O:9])=[O:8])=[CH:23][CH:24]=1. The yield is 0.800. (7) The reactants are Br[C:2]1[S:3][C:4]([N+:7]([O-:9])=[O:8])=[CH:5][N:6]=1.[CH3:10][N:11]1[C:15](B(O)O)=[CH:14][C:13]([C:19]([F:22])([F:21])[F:20])=[N:12]1.C(=O)([O-])[O-].[Na+].[Na+].CC(=O)OCC.[Cl-].[Na+].O. The catalyst is COCCOC.CCO.O.[Pd].C1(P(C2C=CC=CC=2)C2C=CC=CC=2)C=CC=CC=1.C1(P(C2C=CC=CC=2)C2C=CC=CC=2)C=CC=CC=1.C1(P(C2C=CC=CC=2)C2C=CC=CC=2)C=CC=CC=1.C1(P(C2C=CC=CC=2)C2C=CC=CC=2)C=CC=CC=1. The product is [CH3:10][N:11]1[C:15]([C:2]2[S:3][C:4]([N+:7]([O-:9])=[O:8])=[CH:5][N:6]=2)=[CH:14][C:13]([C:19]([F:22])([F:21])[F:20])=[N:12]1. The yield is 0.135.